This data is from Catalyst prediction with 721,799 reactions and 888 catalyst types from USPTO. The task is: Predict which catalyst facilitates the given reaction. (1) Product: [Cl:1][C:2]1[C:7]([F:8])=[CH:6][CH:5]=[CH:4][C:3]=1[NH2:9]. Reactant: [Cl:1][C:2]1[C:7]([F:8])=[CH:6][CH:5]=[CH:4][C:3]=1[N+:9]([O-])=O.[Sn](Cl)Cl.C([O-])(O)=O.[Na+]. The catalyst class is: 8. (2) Reactant: F[C:2]1[C:7]([F:8])=[CH:6][CH:5]=[C:4]([F:9])[N:3]=1.[C:10]1([CH2:16][SH:17])[CH:15]=[CH:14][CH:13]=[CH:12][CH:11]=1.[H-].[Na+]. Product: [CH2:16]([S:17][C:2]1[C:7]([F:8])=[CH:6][CH:5]=[C:4]([F:9])[N:3]=1)[C:10]1[CH:15]=[CH:14][CH:13]=[CH:12][CH:11]=1. The catalyst class is: 1. (3) Product: [CH2:1]([O:8][C:9]([NH:11][C@H:12]([C:13]1[N:15]([C@@H:16]([CH3:21])[C:17]([O:19][CH3:20])=[O:18])[N:80]=[N:79][N:78]=1)[CH2:22][C:23]1[CH:28]=[CH:27][CH:26]=[CH:25][CH:24]=1)=[O:10])[C:2]1[CH:7]=[CH:6][CH:5]=[CH:4][CH:3]=1. The catalyst class is: 1. Reactant: [CH2:1]([O:8][C:9]([NH:11][C@@H:12]([CH2:22][C:23]1[CH:28]=[CH:27][CH:26]=[CH:25][CH:24]=1)[C:13]([NH:15][C@@H:16]([CH3:21])[C:17]([O:19][CH3:20])=[O:18])=O)=[O:10])[C:2]1[CH:7]=[CH:6][CH:5]=[CH:4][CH:3]=1.C1(P(C2C=CC=CC=2)C2C=CC=CN=2)C=CC=CC=1.N#N.CC(OC(/N=N/C(OC(C)C)=O)=O)C.C1(P([N:78]=[N+:79]=[N-:80])(C2C=CC=CC=2)=O)C=CC=CC=1. (4) Reactant: C[O:2][C:3]([CH:5]1[CH2:7][N:6]1[C:8]([C:21]1[CH:26]=[CH:25][CH:24]=[CH:23][CH:22]=1)([C:15]1[CH:20]=[CH:19][CH:18]=[CH:17][CH:16]=1)[C:9]1[CH:14]=[CH:13][CH:12]=[CH:11][CH:10]=1)=[O:4].[OH-].[Na+]. Product: [C:8]([N:6]1[CH2:7][CH:5]1[C:3]([OH:4])=[O:2])([C:15]1[CH:16]=[CH:17][CH:18]=[CH:19][CH:20]=1)([C:21]1[CH:26]=[CH:25][CH:24]=[CH:23][CH:22]=1)[C:9]1[CH:14]=[CH:13][CH:12]=[CH:11][CH:10]=1. The catalyst class is: 7. (5) Reactant: [F:1][C:2]1[CH:11]=[C:10]2[C:5]([C:6]([NH:19][C:20]3[N:25]=[C:24]([N:26]4[CH2:31][CH2:30][O:29][CH2:28][CH2:27]4)[N:23]=[C:22]([NH:32][C:33](=[O:35])[CH3:34])[CH:21]=3)=[C:7]([CH3:18])[C:8]([C:12]3[CH:17]=[CH:16][CH:15]=[CH:14][N:13]=3)=[N:9]2)=[CH:4][CH:3]=1.[Br:36]NC(=O)CCC(N)=O.S([O-])([O-])(=O)=S.[Na+].[Na+]. Product: [Br:36][C:21]1[C:22]([NH:32][C:33](=[O:35])[CH3:34])=[N:23][C:24]([N:26]2[CH2:31][CH2:30][O:29][CH2:28][CH2:27]2)=[N:25][C:20]=1[NH:19][C:6]1[C:5]2[C:10](=[CH:11][C:2]([F:1])=[CH:3][CH:4]=2)[N:9]=[C:8]([C:12]2[CH:17]=[CH:16][CH:15]=[CH:14][N:13]=2)[C:7]=1[CH3:18]. The catalyst class is: 3. (6) Reactant: CC1(C)CCCC(C)(C)N1.C([Li])CCC.[CH3:16][O:17][C:18]1[N:19]=[N:20][CH:21]=[CH:22][CH:23]=1.[Br:24][C:25]1[CH:30]=[CH:29][C:28]([C@@H:31]([C:39]2[CH:44]=[CH:43][CH:42]=[CH:41][C:40]=2[CH3:45])[CH2:32][C:33](N(OC)C)=[O:34])=[CH:27][CH:26]=1.[Cl-].[NH4+]. Product: [Br:24][C:25]1[CH:26]=[CH:27][C:28]([C@@H:31]([C:39]2[CH:44]=[CH:43][CH:42]=[CH:41][C:40]=2[CH3:45])[CH2:32][C:33]([C:23]2[CH:22]=[CH:21][N:20]=[N:19][C:18]=2[O:17][CH3:16])=[O:34])=[CH:29][CH:30]=1. The catalyst class is: 1. (7) Reactant: [OH:1][CH2:2][C@@H:3]([NH:8][C:9](=[O:15])[O:10][C:11]([CH3:14])([CH3:13])[CH3:12])[CH2:4][CH:5]([CH3:7])[CH3:6].C(N(CC)CC)C.[CH3:23][S:24](Cl)(=[O:26])=[O:25]. Product: [CH3:23][S:24]([O:1][CH2:2][C@@H:3]([NH:8][C:9]([O:10][C:11]([CH3:13])([CH3:12])[CH3:14])=[O:15])[CH2:4][CH:5]([CH3:7])[CH3:6])(=[O:26])=[O:25]. The catalyst class is: 4.